From a dataset of Reaction yield outcomes from USPTO patents with 853,638 reactions. Predict the reaction yield, written as a fraction of the theoretical maximum amount of product (1.0 means a 100% yield; for example, 0.34 means a 34% yield). (1) The reactants are [OH:1][CH:2]1[CH2:7][CH2:6][NH:5][CH2:4][CH2:3]1.[CH3:8][C:9]1[CH:16]=[CH:15][C:12]([CH2:13]Cl)=[CH:11][CH:10]=1.C(=O)([O-])[O-].[K+].[K+]. The catalyst is C(O)(C)(C)C. The product is [CH3:8][C:9]1[CH:16]=[CH:15][C:12]([CH2:13][N:5]2[CH2:6][CH2:7][CH:2]([OH:1])[CH2:3][CH2:4]2)=[CH:11][CH:10]=1. The yield is 0.520. (2) The catalyst is C(Cl)Cl. The yield is 0.930. The product is [Cl:21][C:16]1[CH:15]=[C:14]([CH:13]2[CH:9]([NH:7][CH3:6])[CH2:10][N:11]([C:22]([N:24]3[CH2:25][CH2:26][N:27]([S:30]([CH3:33])(=[O:31])=[O:32])[CH2:28][CH2:29]3)=[O:23])[CH2:12]2)[CH:19]=[CH:18][C:17]=1[Cl:20]. The reactants are C(O[C:6](=O)[N:7]([CH:9]1[CH:13]([C:14]2[CH:19]=[CH:18][C:17]([Cl:20])=[C:16]([Cl:21])[CH:15]=2)[CH2:12][N:11]([C:22]([N:24]2[CH2:29][CH2:28][N:27]([S:30]([CH3:33])(=[O:32])=[O:31])[CH2:26][CH2:25]2)=[O:23])[CH2:10]1)C)(C)(C)C.C(O)(C(F)(F)F)=O.C([O-])(O)=O.[Na+]. (3) The reactants are Br[C:2]1[NH:6][C:5]([N+:7]([O-])=O)=[N:4][C:3]=1[C:10]1[C:19]2[C:14](=[CH:15][C:16]([O:20][CH3:21])=[CH:17][CH:18]=2)[N:13]=[C:12]([CH3:22])[CH:11]=1. The catalyst is CO.[Pd]. The product is [CH3:21][O:20][C:16]1[CH:15]=[C:14]2[C:19]([C:10]([C:3]3[N:4]=[C:5]([NH2:7])[NH:6][CH:2]=3)=[CH:11][C:12]([CH3:22])=[N:13]2)=[CH:18][CH:17]=1. The yield is 0.870.